From a dataset of Reaction yield outcomes from USPTO patents with 853,638 reactions. Predict the reaction yield, written as a fraction of the theoretical maximum amount of product (1.0 means a 100% yield; for example, 0.34 means a 34% yield). (1) The reactants are [CH3:1][O:2][C:3]1[CH:4]=[C:5]([NH:11][C:12](SC)=[C:13]2[C:18](=[O:19])[O:17][C:16]([CH3:21])([CH3:20])[O:15][C:14]2=[O:22])[CH:6]=[CH:7][C:8]=1[O:9][CH3:10].[OH-].[NH4+:26]. The catalyst is C1COCC1.Cl[Hg]Cl. The product is [NH2:26][C:12]([NH:11][C:5]1[CH:6]=[CH:7][C:8]([O:9][CH3:10])=[C:3]([O:2][CH3:1])[CH:4]=1)=[C:13]1[C:18](=[O:19])[O:17][C:16]([CH3:21])([CH3:20])[O:15][C:14]1=[O:22]. The yield is 0.970. (2) No catalyst specified. The product is [F:1][C:2]1[CH:7]=[CH:6][C:5]([C:8]2[NH:9][C:10](=[S:20])[NH:11][C:12]=2[C:13]2[CH:18]=[CH:17][N:16]=[C:15]([OH:23])[CH:14]=2)=[CH:4][CH:3]=1. The yield is 0.840. The reactants are [F:1][C:2]1[CH:7]=[CH:6][C:5]([C:8]2[NH:9][C:10](=[S:20])[NH:11][C:12]=2[C:13]2[CH:18]=[CH:17][N:16]=[C:15](F)[CH:14]=2)=[CH:4][CH:3]=1.C(O)(=[O:23])C.O. (3) The reactants are [S-2:1].[Na+].[Na+].[S].[NH2:5][C:6]1[N:11]=[C:10](Cl)[C:9]([CH:13]=O)=[C:8]([C:15]2[CH:20]=[CH:19][C:18]([Cl:21])=[CH:17][C:16]=2[Cl:22])[N:7]=1.Br[CH2:24][N+:25]([O-:27])=[O:26].C[O-].[Na+]. The yield is 0.210. The product is [Cl:22][C:16]1[CH:17]=[C:18]([Cl:21])[CH:19]=[CH:20][C:15]=1[C:8]1[C:9]2[CH:13]=[C:24]([N+:25]([O-:27])=[O:26])[S:1][C:10]=2[N:11]=[C:6]([NH2:5])[N:7]=1. The catalyst is O.CN(C)C=O.